Dataset: Forward reaction prediction with 1.9M reactions from USPTO patents (1976-2016). Task: Predict the product of the given reaction. (1) Given the reactants [OH-].[Na+].[NH2:3][C:4]([C:6]1[CH:7]=[N:8][C:9]2[C:14]([C:15]=1[NH:16][C:17]1[CH:18]=[C:19]([CH:24]=[CH:25][CH:26]=1)[C:20]([O:22]C)=[O:21])=[CH:13][C:12]([O:27][CH3:28])=[C:11]([C:29]1[CH:34]=[CH:33][N:32]=[CH:31][CH:30]=1)[CH:10]=2)=[O:5].Cl, predict the reaction product. The product is: [NH2:3][C:4]([C:6]1[CH:7]=[N:8][C:9]2[C:14]([C:15]=1[NH:16][C:17]1[CH:18]=[C:19]([CH:24]=[CH:25][CH:26]=1)[C:20]([OH:22])=[O:21])=[CH:13][C:12]([O:27][CH3:28])=[C:11]([C:29]1[CH:30]=[CH:31][N:32]=[CH:33][CH:34]=1)[CH:10]=2)=[O:5]. (2) Given the reactants [CH2:1]([O:3][C:4]([C:6]1[C:10]([CH2:11][CH2:12][CH2:13][N:14]([CH3:16])[CH3:15])=[CH:9][NH:8][C:7]=1[CH3:17])=[O:5])[CH3:2].P(Cl)(Cl)(Cl)=O.CN(C)[CH:25]=[O:26], predict the reaction product. The product is: [CH2:1]([O:3][C:4]([C:6]1[C:10]([CH2:11][CH2:12][CH2:13][N:14]([CH3:16])[CH3:15])=[C:9]([CH:25]=[O:26])[NH:8][C:7]=1[CH3:17])=[O:5])[CH3:2]. (3) Given the reactants C(OC([N:8]1[CH2:11][CH:10]([O:12][C:13]2[CH:18]=[CH:17][C:16]([O:19][CH2:20][CH:21]3[CH2:23][CH2:22]3)=[CH:15][CH:14]=2)[CH2:9]1)=O)(C)(C)C.Cl.[OH-].[Na+], predict the reaction product. The product is: [CH:21]1([CH2:20][O:19][C:16]2[CH:17]=[CH:18][C:13]([O:12][CH:10]3[CH2:9][NH:8][CH2:11]3)=[CH:14][CH:15]=2)[CH2:22][CH2:23]1. (4) Given the reactants [CH3:1][CH:2]1[NH:7][CH:6]([CH3:8])[CH2:5][N:4]([CH2:9][C:10]([NH:12][C:13]2[CH:18]=[CH:17][CH:16]=[CH:15][C:14]=2[CH3:19])=[O:11])[CH2:3]1.[N+:20]([C:23]1[CH:24]=[C:25]([S:29](Cl)(=[O:31])=[O:30])[CH:26]=[CH:27][CH:28]=1)([O-:22])=[O:21], predict the reaction product. The product is: [CH3:19][C:14]1[CH:15]=[CH:16][CH:17]=[CH:18][C:13]=1[NH:12][C:10](=[O:11])[CH2:9][N:4]1[CH2:3][C@H:2]([CH3:1])[N:7]([S:29]([C:25]2[CH:26]=[CH:27][CH:28]=[C:23]([N+:20]([O-:22])=[O:21])[CH:24]=2)(=[O:30])=[O:31])[C@H:6]([CH3:8])[CH2:5]1.